From a dataset of Reaction yield outcomes from USPTO patents with 853,638 reactions. Predict the reaction yield, written as a fraction of the theoretical maximum amount of product (1.0 means a 100% yield; for example, 0.34 means a 34% yield). The catalyst is COCCOC.O.C1C=CC(P(C2C=CC=CC=2)[C-]2C=CC=C2)=CC=1.C1C=CC(P(C2C=CC=CC=2)[C-]2C=CC=C2)=CC=1.Cl[Pd]Cl.[Fe+2]. The product is [F:29][C:28]([F:31])([F:30])[C:25]1[N:23]2[N:24]=[C:19]([N:16]3[CH2:17][CH:18]=[C:13]([C:42]4[CH:43]=[CH:44][C:45]([OH:48])=[N:46][CH:47]=4)[CH2:14][CH2:15]3)[CH:20]=[CH:21][C:22]2=[N:27][N:26]=1. The reactants are C(=O)([O-])[O-].[Na+].[Na+].FC(F)(F)S(O[C:13]1[CH2:14][CH2:15][N:16]([C:19]2[CH:20]=[CH:21][C:22]3[N:23]([C:25]([C:28]([F:31])([F:30])[F:29])=[N:26][N:27]=3)[N:24]=2)[CH2:17][CH:18]=1)(=O)=O.CC1(C)C(C)(C)OB([C:42]2[CH:43]=[CH:44][C:45]([OH:48])=[N:46][CH:47]=2)O1. The yield is 0.646.